Task: Regression/Classification. Given a drug SMILES string, predict its absorption, distribution, metabolism, or excretion properties. Task type varies by dataset: regression for continuous measurements (e.g., permeability, clearance, half-life) or binary classification for categorical outcomes (e.g., BBB penetration, CYP inhibition). Dataset: cyp2c19_veith.. Dataset: CYP2C19 inhibition data for predicting drug metabolism from PubChem BioAssay The compound is COc1ccc(C(=O)N2CCC[C@@]3(CCN(C(=O)Nc4cccc(F)c4)C3)C2)cc1. The result is 1 (inhibitor).